From a dataset of Full USPTO retrosynthesis dataset with 1.9M reactions from patents (1976-2016). Predict the reactants needed to synthesize the given product. Given the product [Br:12][C:13]1[CH:14]=[C:15]([C:18]([OH:6])=[O:19])[S:16][CH:17]=1, predict the reactants needed to synthesize it. The reactants are: Cl([O-])=O.[Na+].P([O-])([O-])(O)=[O:6].[Na+].[Na+].[Br:12][C:13]1[CH:14]=[C:15]([CH:18]=[O:19])[S:16][CH:17]=1.Cl.